From a dataset of Full USPTO retrosynthesis dataset with 1.9M reactions from patents (1976-2016). Predict the reactants needed to synthesize the given product. (1) Given the product [C:1]([NH:9][C:10]1[C:11]2[N:12]=[CH:13][N:14]([C:33]=2[N:34]=[CH:35][N:36]=1)[C@@H:15]1[O:32][C@H:22]([CH2:23][OH:24])[C@@H:17]([O:18][CH2:19][N:43]=[N+:44]=[N-:45])[CH2:16]1)(=[O:8])[C:2]1[CH:7]=[CH:6][CH:5]=[CH:4][CH:3]=1, predict the reactants needed to synthesize it. The reactants are: [C:1]([NH:9][C:10]1[C:11]2[N:12]=[CH:13][N:14]([C:33]=2[N:34]=[CH:35][N:36]=1)[C@@H:15]1[O:32][C@H:22]([CH2:23][O:24][Si](C(C)(C)C)(C)C)[C@@H:17]([O:18][CH2:19]SC)[CH2:16]1)(=[O:8])[C:2]1[CH:7]=[CH:6][CH:5]=[CH:4][CH:3]=1.C1CCCCC=1.[N-:43]=[N+:44]=[N-:45].[Na+].[NH4+].[F-]. (2) Given the product [OH:21][C:7]1[C:6]([C:4]([NH:22][CH2:23][C:24]([OH:26])=[O:25])=[O:5])=[N:11][CH:10]=[C:9]2[S:12][N:13]=[C:14]([C:15]3[CH:16]=[CH:17][CH:18]=[CH:19][CH:20]=3)[C:8]=12, predict the reactants needed to synthesize it. The reactants are: C(O[C:4]([C:6]1[C:7]([OH:21])=[C:8]2[C:14]([C:15]3[CH:20]=[CH:19][CH:18]=[CH:17][CH:16]=3)=[N:13][S:12][C:9]2=[CH:10][N:11]=1)=[O:5])C.[NH2:22][CH2:23][C:24]([OH:26])=[O:25]. (3) Given the product [N:26]1([S:23]([C:5]2[C:4]3[C:8](=[CH:9][CH:10]=[C:2]([C:37]4[CH:42]=[N:41][CH:40]=[CH:39][N:38]=4)[CH:3]=3)[NH:7][C:6]=2[C:20]([O:22][CH2:51][CH3:52])=[O:21])(=[O:24])=[O:25])[CH2:27][CH2:28][O:29][CH2:30][CH2:31]1, predict the reactants needed to synthesize it. The reactants are: I[C:2]1[CH:3]=[C:4]2[C:8](=[CH:9][CH:10]=1)[N:7](C(OCCC(C)(C)C)=O)[C:6]([C:20]([O-:22])=[O:21])=[C:5]2[S:23]([N:26]1[CH2:31][CH2:30][O:29][CH2:28][CH2:27]1)(=[O:25])=[O:24].C([Sn](CCCC)(CCCC)[C:37]1[CH:42]=[N:41][CH:40]=[CH:39][N:38]=1)CCC.[C:51]1(C)C=CC=C[C:52]=1P(C1C=CC=CC=1C)C1C=CC=CC=1C.C([O-])(O)=O.[Na+]. (4) Given the product [C:22]([NH:30][C:31]1[CH:43]=[C:42](/[CH:44]=[CH:45]/[C:2]2[CH:7]=[CH:6][C:5]([OH:8])=[CH:4][CH:3]=2)[CH:41]=[CH:40][C:32]=1[C:33]([O:35][C:36]([CH3:38])([CH3:39])[CH3:37])=[O:34])(=[O:29])[C:23]1[CH:24]=[CH:25][CH:26]=[CH:27][CH:28]=1, predict the reactants needed to synthesize it. The reactants are: I[C:2]1[CH:7]=[CH:6][C:5]([OH:8])=[CH:4][CH:3]=1.C(N(CCCC)CCCC)CCC.[C:22]([NH:30][C:31]1[CH:43]=[C:42]([CH:44]=[CH2:45])[CH:41]=[CH:40][C:32]=1[C:33]([O:35][C:36]([CH3:39])([CH3:38])[CH3:37])=[O:34])(=[O:29])[C:23]1[CH:28]=[CH:27][CH:26]=[CH:25][CH:24]=1.C(O)(=O)CC(CC(O)=O)(C(O)=O)O. (5) Given the product [Cl:16][C:17]1[C:22]([N:1]2[CH2:4][CH:3]([C:5]3[NH:9][C:8]4[CH:10]=[CH:11][C:12]([C:14]#[N:15])=[CH:13][C:7]=4[N:6]=3)[CH2:2]2)=[N:21][CH:20]=[CH:19][N:18]=1, predict the reactants needed to synthesize it. The reactants are: [NH:1]1[CH2:4][CH:3]([C:5]2[NH:9][C:8]3[CH:10]=[CH:11][C:12]([C:14]#[N:15])=[CH:13][C:7]=3[N:6]=2)[CH2:2]1.[Cl:16][C:17]1[C:22](Cl)=[N:21][CH:20]=[CH:19][N:18]=1.C([O-])([O-])=O.[K+].[K+]. (6) Given the product [Cl:18][C:17]1[CH:16]=[CH:15][C:14]([NH:19][C:30]([NH:29][C:23]2[CH:24]=[CH:25][CH:26]=[C:27]([Cl:28])[C:22]=2[Cl:21])=[O:31])=[C:13]([OH:20])[C:12]=1[S:9]([NH:8][CH:5]1[CH2:7][CH2:6]1)(=[O:11])=[O:10], predict the reactants needed to synthesize it. The reactants are: NC(N)=O.[CH:5]1([NH:8][S:9]([C:12]2[C:17]([Cl:18])=[CH:16][CH:15]=[C:14]([NH2:19])[C:13]=2[OH:20])(=[O:11])=[O:10])[CH2:7][CH2:6]1.[Cl:21][C:22]1[C:27]([Cl:28])=[CH:26][CH:25]=[CH:24][C:23]=1[N:29]=[C:30]=[O:31]. (7) Given the product [O-:15][N+:4]1[C:5]2[CH:14]=[C:13]3[C:9](=[CH:8][C:6]=2[N:7]=[C:2]([NH:23][CH2:22][CH2:21][N:20]([CH2:19][CH2:18][O:17][CH3:16])[CH3:25])[N:3]=1)[CH2:10][CH2:11][CH2:12]3, predict the reactants needed to synthesize it. The reactants are: Cl[C:2]1[N:3]=[N+:4]([O-:15])[C:5]2[CH:14]=[C:13]3[C:9]([CH2:10][CH2:11][CH2:12]3)=[CH:8][C:6]=2[N:7]=1.[CH3:16][O:17][CH2:18][CH2:19][NH:20][CH2:21][CH2:22][NH:23]C.[CH3:25]OCCOC. (8) Given the product [F:40][C:41]1[CH:46]=[C:45]([F:47])[CH:44]=[CH:43][C:42]=1[C:48]1[N:49]=[C:50]2[N:54]([C:55]=1[C:56]1[CH:57]=[CH:58][C:59]3[N:60]([C:5]([CH2:6][C:2]([CH3:1])([CH3:9])[CH2:3][OH:8])=[N:63][N:62]=3)[CH:61]=1)[CH:53]=[CH:52][O:51]2, predict the reactants needed to synthesize it. The reactants are: [CH3:1][C:2]1([CH3:9])[CH2:6][C:5](=O)O[C:3]1=[O:8].[H-].[H-].[H-].[H-].[Li+].[Al+3].[OH-].[Na+].CC(OI1(OC(C)=O)(OC(C)=O)OC(=O)C2C=CC=CC1=2)=O.[F:40][C:41]1[CH:46]=[C:45]([F:47])[CH:44]=[CH:43][C:42]=1[C:48]1[N:49]=[C:50]2[N:54]([C:55]=1[C:56]1[CH:57]=[CH:58][C:59]([NH:62][NH2:63])=[N:60][CH:61]=1)[CH:53]=[CH:52][O:51]2.C(O)(=O)C.C(O)(=O)C.IC1C=CC=CC=1.